Dataset: Catalyst prediction with 721,799 reactions and 888 catalyst types from USPTO. Task: Predict which catalyst facilitates the given reaction. (1) Reactant: [OH:1][CH2:2][CH2:3][NH:4][CH2:5][CH:6]([C:8]1[CH:13]=[CH:12][C:11]([N+:14]([O-:16])=[O:15])=[CH:10][CH:9]=1)[OH:7].C(N(CC)CC)C.[C:24](O[C:24]([O:26][C:27]([CH3:30])([CH3:29])[CH3:28])=[O:25])([O:26][C:27]([CH3:30])([CH3:29])[CH3:28])=[O:25]. Product: [C:27]([O:26][C:24](=[O:25])[N:4]([CH2:3][CH2:2][OH:1])[CH2:5][CH:6]([OH:7])[C:8]1[CH:13]=[CH:12][C:11]([N+:14]([O-:16])=[O:15])=[CH:10][CH:9]=1)([CH3:30])([CH3:29])[CH3:28]. The catalyst class is: 4. (2) The catalyst class is: 2. Reactant: [Br:1][C:2]1[CH:3]=[C:4]2[C:9](=[C:10]([O:12]C)[CH:11]=1)[N:8]=[C:7]([Cl:14])[N:6]=[CH:5]2.B(Br)(Br)Br. Product: [Br:1][C:2]1[CH:3]=[C:4]2[C:9](=[C:10]([OH:12])[CH:11]=1)[N:8]=[C:7]([Cl:14])[N:6]=[CH:5]2.